From a dataset of Forward reaction prediction with 1.9M reactions from USPTO patents (1976-2016). Predict the product of the given reaction. (1) Given the reactants [CH2:1]([O:3][C:4]([C:6]1[NH:7][C:8]2[C:13]([CH:14]=1)=[CH:12][CH:11]=[C:10]([Cl:15])[CH:9]=2)=[O:5])[CH3:2].P(Cl)(Cl)(Cl)=O.O.[OH-].[Na+].CN([CH:27]=[O:28])C, predict the reaction product. The product is: [CH2:1]([O:3][C:4]([C:6]1[NH:7][C:8]2[C:13]([C:14]=1[CH:27]=[O:28])=[CH:12][CH:11]=[C:10]([Cl:15])[CH:9]=2)=[O:5])[CH3:2]. (2) The product is: [Cl:8][C:5]1[N:4]=[CH:3][C:2]([CH:9]([OH:14])[CH2:10][CH:11]([CH3:13])[CH3:12])=[CH:7][N:6]=1. Given the reactants Br[C:2]1[CH:3]=[N:4][C:5]([Cl:8])=[N:6][CH:7]=1.[CH:9](=[O:14])[CH2:10][CH:11]([CH3:13])[CH3:12].C([Li])CCC, predict the reaction product.